From a dataset of Full USPTO retrosynthesis dataset with 1.9M reactions from patents (1976-2016). Predict the reactants needed to synthesize the given product. (1) The reactants are: I[C:2]1[CH:7]=[CH:6][N:5]=[C:4]2[N:8]([C:11]3[CH:12]=[C:13]([S:17]([NH2:20])(=[O:19])=[O:18])[CH:14]=[CH:15][CH:16]=3)[N:9]=[CH:10][C:3]=12.[NH2:21][C:22]1[CH:27]=[CH:26][N:25]=[CH:24][C:23]=1B(O)O.C(=O)([O-])[O-].[Na+].[Na+]. Given the product [NH2:21][C:22]1[CH:27]=[CH:26][N:25]=[CH:24][C:23]=1[C:2]1[CH:7]=[CH:6][N:5]=[C:4]2[N:8]([C:11]3[CH:12]=[C:13]([S:17]([NH2:20])(=[O:19])=[O:18])[CH:14]=[CH:15][CH:16]=3)[N:9]=[CH:10][C:3]=12, predict the reactants needed to synthesize it. (2) Given the product [CH3:17][O:18][C:2]1[N:3]=[CH:4][C:5]2[N:10]=[C:9]([NH2:11])[S:8][C:6]=2[N:7]=1, predict the reactants needed to synthesize it. The reactants are: Cl[C:2]1[N:3]=[CH:4][C:5]2[N:10]=[C:9]([NH:11]C(=O)OCC)[S:8][C:6]=2[N:7]=1.[CH3:17][O-:18].[Na+].O. (3) Given the product [CH2:1]([O:5][CH2:6][CH2:7][O:8][C:9]1[CH:10]=[CH:11][C:12]([C:15]2[CH:20]=[CH:19][C:18]([N:21]3[CH2:25][CH2:24][CH:23]([C:26]([O:28][CH3:29])=[O:27])[CH2:22]3)=[C:17](/[CH:30]=[C:31](\[CH3:35])/[C:32]([NH:62][C:61]3[CH:60]=[CH:59][C:58]([S@:56]([CH2:55][C:54]4[N:50]([CH2:47][CH2:48][CH3:49])[CH:51]=[N:52][CH:53]=4)=[O:57])=[CH:64][CH:63]=3)=[O:33])[CH:16]=2)=[CH:13][CH:14]=1)[CH2:2][CH2:3][CH3:4], predict the reactants needed to synthesize it. The reactants are: [CH2:1]([O:5][CH2:6][CH2:7][O:8][C:9]1[CH:14]=[CH:13][C:12]([C:15]2[CH:20]=[CH:19][C:18]([N:21]3[CH2:25][CH2:24][CH:23]([C:26]([O:28][CH3:29])=[O:27])[CH2:22]3)=[C:17](/[CH:30]=[C:31](\[CH3:35])/[C:32](O)=[O:33])[CH:16]=2)=[CH:11][CH:10]=1)[CH2:2][CH2:3][CH3:4].CN(C=O)C.C(Cl)(=O)C(Cl)=O.[CH2:47]([N:50]1[C:54]([CH2:55][S:56]([C:58]2[CH:64]=[CH:63][C:61]([NH2:62])=[CH:60][CH:59]=2)=[O:57])=[CH:53][N:52]=[CH:51]1)[CH2:48][CH3:49]. (4) The reactants are: [CH2:1]([O:3][C:4]([C:6]1[C:10]([N+:11]([O-:13])=[O:12])=[CH:9][NH:8][N:7]=1)=[O:5])[CH3:2].C([O-])([O-])=O.[K+].[K+].[CH3:20][O:21][C:22]1[CH:29]=[CH:28][C:25]([CH2:26]Cl)=[CH:24][CH:23]=1. Given the product [CH2:1]([O:3][C:4]([C:6]1[C:10]([N+:11]([O-:13])=[O:12])=[CH:9][N:8]([CH2:26][C:25]2[CH:28]=[CH:29][C:22]([O:21][CH3:20])=[CH:23][CH:24]=2)[N:7]=1)=[O:5])[CH3:2], predict the reactants needed to synthesize it. (5) The reactants are: [Cl:1][C:2]1[CH:21]=[CH:20][C:19]([CH2:22][C@@H:23]2[CH2:25][O:24]2)=[CH:18][C:3]=1[C:4]([NH:6][CH2:7][C:8]12[CH2:17][CH:12]3[CH2:13][CH:14]([CH2:16][CH:10]([CH2:11]3)[CH2:9]1)[CH2:15]2)=[O:5].[CH:26]([NH2:29])([CH3:28])[CH3:27].CN1CCCC1=O.Cl. Given the product [ClH:1].[Cl:1][C:2]1[CH:21]=[CH:20][C:19]([CH2:22][C@@H:23]([OH:24])[CH2:25][NH:29][CH:26]([CH3:28])[CH3:27])=[CH:18][C:3]=1[C:4]([NH:6][CH2:7][C:8]12[CH2:15][CH:14]3[CH2:16][CH:10]([CH2:11][CH:12]([CH2:13]3)[CH2:17]1)[CH2:9]2)=[O:5], predict the reactants needed to synthesize it. (6) Given the product [C:10]([OH:13])(=[O:14])[CH:7]=[CH2:9].[C:10]([OH:13])(=[O:14])[C:7]([CH3:8])=[CH2:9], predict the reactants needed to synthesize it. The reactants are: [C:7](OO[C:7]([CH3:10])([CH3:9])[CH3:8])([CH3:10])([CH3:9])[CH3:8].C([OH:13])C.[OH2:14]. (7) Given the product [Br:1][C:2]1[CH:6]=[C:5]([N:7]([CH2:8][CH2:9][CH3:10])[CH2:13][C:15]([F:18])([F:17])[F:16])[S:4][C:3]=1[C:11]#[N:12], predict the reactants needed to synthesize it. The reactants are: [Br:1][C:2]1[CH:6]=[C:5]([NH:7][CH2:8][CH2:9][CH3:10])[S:4][C:3]=1[C:11]#[N:12].[C:13](O)([C:15]([F:18])([F:17])[F:16])=O.[BH4-].[Na+]. (8) Given the product [C:1]([CH:5]1[CH2:10][CH:9]([C:11]([CH3:14])([CH3:13])[CH3:12])[CH2:8][CH2:7][CH:6]1[OH:15])([CH3:4])([CH3:3])[CH3:2], predict the reactants needed to synthesize it. The reactants are: [C:1]([CH:5]1[CH2:10][CH:9]([C:11]([CH3:14])([CH3:13])[CH3:12])[CH2:8][CH2:7][C:6]1=[O:15])([CH3:4])([CH3:3])[CH3:2].[H-].[Al+3].[Li+].[H-].[H-].[H-].Cl. (9) Given the product [C:1]1([C:11]2[CH:16]=[CH:15][CH:14]=[CH:13][CH:12]=2)[CH:6]=[CH:5][CH:4]=[CH:3][C:2]=1[C:7](=[O:10])[CH2:8][O:20][C:17](=[O:19])[CH3:18], predict the reactants needed to synthesize it. The reactants are: [C:1]1([C:11]2[CH:16]=[CH:15][CH:14]=[CH:13][CH:12]=2)[CH:6]=[CH:5][CH:4]=[CH:3][C:2]=1[C:7](=[O:10])[CH2:8]Br.[C:17]([O-:20])(=[O:19])[CH3:18].[Na+].